The task is: Predict the reaction yield, written as a fraction of the theoretical maximum amount of product (1.0 means a 100% yield; for example, 0.34 means a 34% yield).. This data is from Reaction yield outcomes from USPTO patents with 853,638 reactions. (1) The reactants are [F:1][C:2]1[CH:7]=[CH:6][CH:5]=[CH:4][C:3]=1[C:8]1[C:9]2[C:13]([CH:14]=[CH:15][CH:16]=1)=[N:12][N:11]1[C:17]([CH:22]3[CH2:27][CH2:26][N:25](C(OC(C)(C)C)=O)[CH2:24][CH2:23]3)=[CH:18][C:19](=[O:21])[NH:20][C:10]=21.[ClH:35]. The catalyst is O1CCOCC1. The product is [ClH:35].[F:1][C:2]1[CH:7]=[CH:6][CH:5]=[CH:4][C:3]=1[C:8]1[C:9]2[C:13]([CH:14]=[CH:15][CH:16]=1)=[N:12][N:11]1[C:17]([CH:22]3[CH2:27][CH2:26][NH:25][CH2:24][CH2:23]3)=[CH:18][C:19](=[O:21])[NH:20][C:10]=21. The yield is 0.900. (2) The reactants are [Cl:1][C:2]1[CH:7]=[CH:6][CH:5]=[C:4]([Cl:8])[C:3]=1[C:9]1[C:13]([CH2:14][O:15][C:16]2[CH:17]=[C:18]3[C:23](=[CH:24][CH:25]=2)[CH:22]=[C:21]([C:26]2[CH:27]=[CH:28][C:29]([C:32]([O:34]C)=[O:33])=[N:30][CH:31]=2)[CH:20]=[CH:19]3)=[C:12]([CH:36]([CH3:38])[CH3:37])[O:11][N:10]=1.[OH-].[Na+].CO. The catalyst is O1CCCC1. The product is [Cl:8][C:4]1[CH:5]=[CH:6][CH:7]=[C:2]([Cl:1])[C:3]=1[C:9]1[C:13]([CH2:14][O:15][C:16]2[CH:17]=[C:18]3[C:23](=[CH:24][CH:25]=2)[CH:22]=[C:21]([C:26]2[CH:27]=[CH:28][C:29]([C:32]([OH:34])=[O:33])=[N:30][CH:31]=2)[CH:20]=[CH:19]3)=[C:12]([CH:36]([CH3:38])[CH3:37])[O:11][N:10]=1. The yield is 0.390.